From a dataset of Forward reaction prediction with 1.9M reactions from USPTO patents (1976-2016). Predict the product of the given reaction. Given the reactants [CH3:1][O:2][C:3]([C:5]1[CH:6]=[CH:7][C:8]2[S:12][C:11]([NH:13][CH:14]3[CH2:19][CH2:18][NH:17][CH2:16][CH2:15]3)=[N:10][C:9]=2[CH:20]=1)=[O:4].[Cl:21][C:22]1[C:29]([O:30][CH2:31][CH3:32])=[CH:28][C:25]([CH:26]=O)=[CH:24][C:23]=1[O:33][CH2:34][CH3:35].C([BH3-])#N.[Na+].C(N(C(C)C)C(C)C)C, predict the reaction product. The product is: [CH3:1][O:2][C:3]([C:5]1[CH:6]=[CH:7][C:8]2[S:12][C:11]([NH:13][CH:14]3[CH2:15][CH2:16][N:17]([CH2:26][C:25]4[CH:28]=[C:29]([O:30][CH2:31][CH3:32])[C:22]([Cl:21])=[C:23]([O:33][CH2:34][CH3:35])[CH:24]=4)[CH2:18][CH2:19]3)=[N:10][C:9]=2[CH:20]=1)=[O:4].